This data is from Peptide-MHC class II binding affinity with 134,281 pairs from IEDB. The task is: Regression. Given a peptide amino acid sequence and an MHC pseudo amino acid sequence, predict their binding affinity value. This is MHC class II binding data. (1) The peptide sequence is VTLEADVILPIGTRS. The MHC is HLA-DQA10501-DQB10302 with pseudo-sequence HLA-DQA10501-DQB10302. The binding affinity (normalized) is 0.366. (2) The peptide sequence is VSVDCSEYPKPDCTA. The MHC is HLA-DQA10101-DQB10501 with pseudo-sequence HLA-DQA10101-DQB10501. The binding affinity (normalized) is 0.0312. (3) The peptide sequence is QKWDATATELNNALQ. The MHC is HLA-DQA10301-DQB10302 with pseudo-sequence HLA-DQA10301-DQB10302. The binding affinity (normalized) is 0.135. (4) The peptide sequence is APADDKFTVFEAAFN. The MHC is HLA-DPA10201-DPB10501 with pseudo-sequence HLA-DPA10201-DPB10501. The binding affinity (normalized) is 0.568. (5) The peptide sequence is TPEAKFDSFVASLTE. The MHC is DRB3_0202 with pseudo-sequence DRB3_0202. The binding affinity (normalized) is 0.261.